From a dataset of Forward reaction prediction with 1.9M reactions from USPTO patents (1976-2016). Predict the product of the given reaction. (1) Given the reactants [O:1]1[CH2:6][CH2:5][CH2:4][CH2:3][CH:2]1[CH2:7][NH2:8].C(N(CC)CC)C.O1CCCC1.[C:21](Cl)(=[O:30])/[CH:22]=[CH:23]/[CH2:24][CH2:25][CH2:26][CH2:27][CH2:28][CH3:29], predict the reaction product. The product is: [O:1]1[CH2:6][CH2:5][CH2:4][CH2:3][CH:2]1[CH2:7][NH:8][C:21](=[O:30])/[CH:22]=[CH:23]/[CH2:24][CH2:25][CH2:26][CH2:27][CH2:28][CH3:29]. (2) Given the reactants [C:1]([C:5]1[CH:18]=[CH:17][C:8]([O:9][CH2:10][C@H:11]2[O:15][C:14]([NH2:16])=[N:13][CH2:12]2)=[CH:7][CH:6]=1)([CH3:4])([CH3:3])[CH3:2].[C:19](OCC)(=[O:22])[C:20]#[CH:21], predict the reaction product. The product is: [C:1]([C:5]1[CH:18]=[CH:17][C:8]([O:9][CH2:10][C@H:11]2[O:15][C:14]3=[N:16][C:19](=[O:22])[CH:20]=[CH:21][N:13]3[CH2:12]2)=[CH:7][CH:6]=1)([CH3:4])([CH3:2])[CH3:3]. (3) Given the reactants [CH3:1][NH:2][C:3]1[CH:10]=[CH:9][CH:8]=[CH:7][C:4]=1[C:5]#[N:6].[OH-].[K+].Cl.[NH2:14]O, predict the reaction product. The product is: [CH3:1][NH:2][C:3]1[CH:10]=[CH:9][CH:8]=[CH:7][C:4]=1[C:5](=[NH:14])[NH2:6].